This data is from Catalyst prediction with 721,799 reactions and 888 catalyst types from USPTO. The task is: Predict which catalyst facilitates the given reaction. (1) Reactant: Cl[C:2]1[C:11]2[C:6](=[CH:7][C:8]([C:12]([N:14]([CH2:17][CH3:18])[CH2:15][CH3:16])=[O:13])=[CH:9][CH:10]=2)[N:5]=[CH:4][N:3]=1.[NH2:19][CH2:20][C:21]1[CH:22]=[C:23]([CH:27]=[CH:28][CH:29]=1)[C:24]([NH2:26])=[NH:25].C(N(C(C)C)CC)(C)C. Product: [CH2:15]([N:14]([CH2:17][CH3:18])[C:12]([C:8]1[CH:7]=[C:6]2[C:11]([C:2]([NH:19][CH2:20][C:21]3[CH:22]=[C:23]([CH:27]=[CH:28][CH:29]=3)[C:24]([NH2:26])=[NH:25])=[N:3][CH:4]=[N:5]2)=[CH:10][CH:9]=1)=[O:13])[CH3:16]. The catalyst class is: 9. (2) Reactant: [CH2:1]([O:8][C:9](=[O:16])[NH:10][C:11]1([CH2:14][OH:15])[CH2:13][CH2:12]1)[C:2]1[CH:7]=[CH:6][CH:5]=[CH:4][CH:3]=1.[CH3:17]N(C)C1C2C(=CC=CC=2N(C)C)C=CC=1.F[B-](F)(F)F.C[O+](C)C. Product: [CH2:1]([O:8][C:9](=[O:16])[NH:10][C:11]1([CH2:14][O:15][CH3:17])[CH2:13][CH2:12]1)[C:2]1[CH:3]=[CH:4][CH:5]=[CH:6][CH:7]=1. The catalyst class is: 2. (3) Reactant: F[P-](F)(F)(F)(F)F.C[N+](C)=C(N(C)C)ON1C2N=CC=CC=2N=N1.[F:25][C:26]([F:40])([O:30][C:31]1[CH:39]=[CH:38][C:34]([C:35]([OH:37])=O)=[CH:33][CH:32]=1)[CH:27]([F:29])[F:28].[C:41]([O:45][C:46]([N:48]1[CH2:53][CH2:52][C:51]([NH2:56])([C:54]#[N:55])[CH2:50][CH2:49]1)=[O:47])([CH3:44])([CH3:43])[CH3:42].C(N(CC)C(C)C)(C)C.[Cl-].[NH4+]. Product: [C:41]([O:45][C:46]([N:48]1[CH2:49][CH2:50][C:51]([C:54]#[N:55])([NH:56][C:35](=[O:37])[C:34]2[CH:33]=[CH:32][C:31]([O:30][C:26]([F:25])([F:40])[CH:27]([F:28])[F:29])=[CH:39][CH:38]=2)[CH2:52][CH2:53]1)=[O:47])([CH3:44])([CH3:42])[CH3:43]. The catalyst class is: 3. (4) Reactant: [ClH:1].C(OCC)(=O)C.[CH3:8][N:9]([CH3:45])[CH2:10][CH2:11][NH:12][S:13]([C:16]1[CH:21]=[CH:20][C:19]([C:22]2[N:26]=[C:25]([C:27]3[CH:28]=[N:29][N:30]([CH3:44])[C:31]=3[CH2:32][CH2:33][C:34]3[CH:39]=[CH:38][C:37]([C:40]([F:43])([F:42])[F:41])=[CH:36][CH:35]=3)[O:24][N:23]=2)=[CH:18][CH:17]=1)(=[O:15])=[O:14]. The catalyst class is: 13. Product: [ClH:1].[CH3:45][N:9]([CH3:8])[CH2:10][CH2:11][NH:12][S:13]([C:16]1[CH:17]=[CH:18][C:19]([C:22]2[N:26]=[C:25]([C:27]3[CH:28]=[N:29][N:30]([CH3:44])[C:31]=3[CH2:32][CH2:33][C:34]3[CH:35]=[CH:36][C:37]([C:40]([F:42])([F:41])[F:43])=[CH:38][CH:39]=3)[O:24][N:23]=2)=[CH:20][CH:21]=1)(=[O:14])=[O:15]. (5) Reactant: [Cl:1][C:2]1[CH:7]=[CH:6][C:5]([C:8]2[CH:9]=[C:10]3[CH:25]([NH:26][C:27](=S)[CH2:28][C:29](=O)[CH3:30])[CH2:24][C:23]([CH3:34])([CH3:33])[O:22][C:11]3=[N:12][C:13]=2[C:14]2[CH:19]=[CH:18][C:17]([Cl:20])=[CH:16][C:15]=2[Cl:21])=[CH:4][CH:3]=1.[NH2:35][NH2:36].CC(O)=O. Product: [Cl:1][C:2]1[CH:3]=[CH:4][C:5]([C:8]2[CH:9]=[C:10]3[CH:25]([NH:26][C:27]4[CH:28]=[C:29]([CH3:30])[NH:36][N:35]=4)[CH2:24][C:23]([CH3:34])([CH3:33])[O:22][C:11]3=[N:12][C:13]=2[C:14]2[CH:19]=[CH:18][C:17]([Cl:20])=[CH:16][C:15]=2[Cl:21])=[CH:6][CH:7]=1. The catalyst class is: 863. (6) Reactant: [C:1]([CH:5]1[CH2:10][CH2:9][CH:8]([O:11][C:12]2[CH:13]=[C:14]3[C:19](=[CH:20][CH:21]=2)[CH:18]=[C:17]([C@:22]2([CH3:28])[CH2:26][O:25]C(=O)[NH:23]2)[CH:16]=[CH:15]3)[CH2:7][CH2:6]1)([CH3:4])([CH3:3])[CH3:2].C(O)C.O.[OH-].[Li+]. Product: [NH2:23][C@@:22]([C:17]1[CH:16]=[CH:15][C:14]2[C:19](=[CH:20][CH:21]=[C:12]([O:11][C@H:8]3[CH2:7][CH2:6][C@H:5]([C:1]([CH3:4])([CH3:3])[CH3:2])[CH2:10][CH2:9]3)[CH:13]=2)[CH:18]=1)([CH3:28])[CH2:26][OH:25]. The catalyst class is: 6. (7) Reactant: C([O:4][C@@H:5]1[C@H:12]2[C@H:8]([O:9][CH2:10][CH2:11]2)[O:7][CH2:6]1)(=O)C.C(=O)([O-])[O-].[K+].[K+]. Product: [O:7]1[C@H:8]2[O:9][CH2:10][CH2:11][C@H:12]2[C@@H:5]([OH:4])[CH2:6]1. The catalyst class is: 98. (8) Reactant: [CH3:1][C:2]([C:4]1[CH:5]=[CH:6][C:7]([OH:11])=[CH:8][C:9]=1[OH:10])=[O:3].[OH-].[Na+].[Cl:14][O-].[Na+].Cl. Product: [Cl:14][C:8]1[C:9]([OH:10])=[C:4]([C:2](=[O:3])[CH3:1])[CH:5]=[CH:6][C:7]=1[OH:11]. The catalyst class is: 6. (9) Reactant: [CH:1]1([CH2:4][N:5]2[CH2:23][CH2:22][C@:12]34[C:13]5[C:14]6[O:21][C@H:11]3[C:10](=[O:24])[CH:9]([CH3:25])[CH2:8][C@@:7]4([OH:26])[C@H:6]2[CH2:19][C:18]=5[CH:17]=[CH:16][C:15]=6[OH:20])[CH2:3][CH2:2]1.C1C=C(Cl)C=C(C(OO)=[O:35])C=1. Product: [CH:1]1([CH2:4][N+:5]2([O-:35])[CH2:23][CH2:22][C@:12]34[C:13]5[C:14]6[O:21][C@H:11]3[C:10](=[O:24])[CH:9]([CH3:25])[CH2:8][C@@:7]4([OH:26])[C@H:6]2[CH2:19][C:18]=5[CH:17]=[CH:16][C:15]=6[OH:20])[CH2:2][CH2:3]1. The catalyst class is: 61. (10) Reactant: Br[C:2]1[CH:3]=[C:4]([NH:10][C@H:11]([CH2:15][CH:16]2[CH2:21][CH2:20][CH2:19][CH2:18][CH2:17]2)[C:12]([NH2:14])=[O:13])[CH:5]=[N:6][C:7]=1[C:8]#[N:9].Cl.[CH3:23][C:24]1[CH:28]=[C:27]([NH2:29])[S:26][N:25]=1.O(C1C=CC=CC=1)[Na].O.O.O.CC1(C)C2C(=C(P(C3C=CC=CC=3)C3C=CC=CC=3)C=CC=2)OC2C(P(C3C=CC=CC=3)C3C=CC=CC=3)=CC=CC1=2. Product: [C:8]([C:7]1[N:6]=[CH:5][C:4]([NH:10][C@H:11]([CH2:15][CH:16]2[CH2:21][CH2:20][CH2:19][CH2:18][CH2:17]2)[C:12]([NH2:14])=[O:13])=[CH:3][C:2]=1[NH:29][C:27]1[S:26][N:25]=[C:24]([CH3:23])[CH:28]=1)#[N:9]. The catalyst class is: 62.